This data is from Caco-2 cell permeability data measuring drug intestinal absorption for ~900 compounds. The task is: Regression/Classification. Given a drug SMILES string, predict its absorption, distribution, metabolism, or excretion properties. Task type varies by dataset: regression for continuous measurements (e.g., permeability, clearance, half-life) or binary classification for categorical outcomes (e.g., BBB penetration, CYP inhibition). For this dataset (caco2_wang), we predict Y. (1) The compound is C[C@@H]1NC(=O)[C@H](C)N(C)C(=O)[C@@H](C)NC(=O)[C@H](C)N(C)C(=O)[C@@H](C)NC(=O)[C@@H](C)NC1=O. The Y is -5.82 log Papp (cm/s). (2) The molecule is O=c1cc(-c2ccccc2)oc2cc(O)cc(O)c12. The Y is -5.01 log Papp (cm/s). (3) The molecule is CN1C(C(=O)Nc2ccccn2)=C(O)c2ccccc2S1(=O)=O. The Y is -4.45 log Papp (cm/s).